This data is from Forward reaction prediction with 1.9M reactions from USPTO patents (1976-2016). The task is: Predict the product of the given reaction. Given the reactants [F:1][C:2]1[CH:3]=[C:4]([C@@H:9]([CH:42]2[CH2:47][CH2:46][N:45]([S:48]([CH3:51])(=[O:50])=[O:49])[CH2:44][CH2:43]2)[CH2:10][CH2:11][N:12]2[CH2:17][CH2:16][CH:15]([N:18]([CH2:38][CH:39]([CH3:41])[CH3:40])[C:19]([NH:21][CH:22]3[CH2:27][CH2:26][N:25](C(OCC4C=CC=CC=4)=O)[CH2:24][CH2:23]3)=[O:20])[CH2:14][CH2:13]2)[CH:5]=[C:6]([F:8])[CH:7]=1, predict the reaction product. The product is: [F:8][C:6]1[CH:5]=[C:4]([C@@H:9]([CH:42]2[CH2:47][CH2:46][N:45]([S:48]([CH3:51])(=[O:50])=[O:49])[CH2:44][CH2:43]2)[CH2:10][CH2:11][N:12]2[CH2:13][CH2:14][CH:15]([N:18]([CH2:38][CH:39]([CH3:41])[CH3:40])[C:19]([NH:21][CH:22]3[CH2:23][CH2:24][NH:25][CH2:26][CH2:27]3)=[O:20])[CH2:16][CH2:17]2)[CH:3]=[C:2]([F:1])[CH:7]=1.